Dataset: TCR-epitope binding with 47,182 pairs between 192 epitopes and 23,139 TCRs. Task: Binary Classification. Given a T-cell receptor sequence (or CDR3 region) and an epitope sequence, predict whether binding occurs between them. (1) The epitope is YIFFASFYY. The TCR CDR3 sequence is CASSYGGGTEAFF. Result: 0 (the TCR does not bind to the epitope). (2) The epitope is HTDFSSEIIGY. The TCR CDR3 sequence is CASSQDILAGVSTDTQYF. Result: 0 (the TCR does not bind to the epitope). (3) The epitope is VSFIEFVGW. The TCR CDR3 sequence is CASSAGRGGNYEQYF. Result: 0 (the TCR does not bind to the epitope).